The task is: Predict the reaction yield, written as a fraction of the theoretical maximum amount of product (1.0 means a 100% yield; for example, 0.34 means a 34% yield).. This data is from Reaction yield outcomes from USPTO patents with 853,638 reactions. (1) The yield is 1.00. The catalyst is C1C=CC(/C=C/C(/C=C/C2C=CC=CC=2)=O)=CC=1.C1C=CC(/C=C/C(/C=C/C2C=CC=CC=2)=O)=CC=1.C1C=CC(/C=C/C(/C=C/C2C=CC=CC=2)=O)=CC=1.[Pd].[Pd]. The reactants are [CH3:1][C:2]1[C:6](B(O)O)=[C:5]([CH3:10])[O:4][N:3]=1.Br[C:12]1[CH:13]=[C:14]2[C:22]([C:23]3[CH:28]=[C:27]([CH2:29][S:30]([CH3:33])(=[O:32])=[O:31])[CH:26]=[CH:25][C:24]=3[O:34][C:35]3[CH:40]=[CH:39][C:38]([F:41])=[CH:37][C:36]=3[F:42])=[CH:21][N:20]([CH3:43])[C:15]2=[C:16]([O:18][CH3:19])[N:17]=1.P([O-])([O-])([O-])=O.[K+].[K+].[K+]. The product is [F:42][C:36]1[CH:37]=[C:38]([F:41])[CH:39]=[CH:40][C:35]=1[O:34][C:24]1[CH:25]=[CH:26][C:27]([CH2:29][S:30]([CH3:33])(=[O:31])=[O:32])=[CH:28][C:23]=1[C:22]1[C:14]2[C:15](=[C:16]([O:18][CH3:19])[N:17]=[C:12]([C:6]3[C:2]([CH3:1])=[N:3][O:4][C:5]=3[CH3:10])[CH:13]=2)[N:20]([CH3:43])[CH:21]=1. (2) The product is [C:25]1([C:24]2[C:17]3[C:16]([NH:14][CH2:13][CH:9]4[CH2:10][CH2:11][CH2:12][S:8]4)=[N:21][CH:20]=[N:19][C:18]=3[O:22][C:23]=2[C:31]2[CH:32]=[CH:33][CH:34]=[CH:35][CH:36]=2)[CH:30]=[CH:29][CH:28]=[CH:27][CH:26]=1. The reactants are FC(F)(F)C([O-])=O.[S:8]1[CH2:12][CH2:11][CH2:10][CH:9]1[CH2:13][NH3+:14].Br[C:16]1[C:17]2[C:24]([C:25]3[CH:30]=[CH:29][CH:28]=[CH:27][CH:26]=3)=[C:23]([C:31]3[CH:36]=[CH:35][CH:34]=[CH:33][CH:32]=3)[O:22][C:18]=2[N:19]=[CH:20][N:21]=1.CCN(C(C)C)C(C)C. The catalyst is C(O)CCC. The yield is 0.730. (3) The reactants are [O:1]=[C:2]1[C:10](=[C:11]([C:15]2[CH:20]=[CH:19][CH:18]=[CH:17][CH:16]=2)[C:12](O)=[O:13])[C:9]2[C:4](=[CH:5][CH:6]=[CH:7][CH:8]=2)[NH:3]1.[CH3:21][O:22][C:23]1[CH:24]=[C:25]([CH:27]=[CH:28][C:29]=1[O:30][CH3:31])[NH2:26]. No catalyst specified. The product is [CH3:21][O:22][C:23]1[CH:24]=[C:25]([NH:26][C:12](=[O:13])[C:11](=[C:10]2[C:9]3[C:4](=[CH:5][CH:6]=[CH:7][CH:8]=3)[NH:3][C:2]2=[O:1])[C:15]2[CH:16]=[CH:17][CH:18]=[CH:19][CH:20]=2)[CH:27]=[CH:28][C:29]=1[O:30][CH3:31]. The yield is 0.0800. (4) The reactants are B.CSC.[CH:5]1([CH2:10][CH2:11][CH2:12][N:13]2[C:17](=[O:18])[N:16]([C:19]3[CH:24]=[CH:23][C:22]([NH:25][S:26]([C:29]4[CH:30]=[C:31]5[C:36](=[CH:37][CH:38]=4)[O:35][CH:34]([C:39]([NH2:41])=O)[CH2:33][CH2:32]5)(=[O:28])=[O:27])=[CH:21][CH:20]=3)[N:15]=[N:14]2)[CH2:9][CH2:8][CH2:7][CH2:6]1.Cl.[OH-].[Na+]. The catalyst is O1CCCC1.CO. The product is [CH:5]1([CH2:10][CH2:11][CH2:12][N:13]2[C:17](=[O:18])[N:16]([C:19]3[CH:20]=[CH:21][C:22]([NH:25][S:26]([C:29]4[CH:30]=[C:31]5[C:36](=[CH:37][CH:38]=4)[O:35][CH:34]([CH2:39][NH2:41])[CH2:33][CH2:32]5)(=[O:27])=[O:28])=[CH:23][CH:24]=3)[N:15]=[N:14]2)[CH2:9][CH2:8][CH2:7][CH2:6]1. The yield is 0.800. (5) The reactants are Cl[C:2]1[N:7]=[CH:6][C:5]([C:8]([O:10][CH3:11])=[O:9])=[CH:4][N:3]=1.C(N(CC)CC)C.[CH3:19][N:20]1[CH2:25][CH2:24][NH:23][CH2:22][CH2:21]1. The catalyst is CC(O)C. The product is [CH3:19][N:20]1[CH2:25][CH2:24][N:23]([C:2]2[N:7]=[CH:6][C:5]([C:8]([O:10][CH3:11])=[O:9])=[CH:4][N:3]=2)[CH2:22][CH2:21]1. The yield is 0.343. (6) The reactants are [Si:1]([O:8][CH2:9][CH2:10][CH2:11][C:12]([O:14][Li])=[O:13])([C:4]([CH3:7])([CH3:6])[CH3:5])([CH3:3])[CH3:2].OS([O-])(=O)=O.[K+]. The catalyst is C(OCC)(=O)C. The product is [Si:1]([O:8][CH2:9][CH2:10][CH2:11][C:12]([OH:14])=[O:13])([C:4]([CH3:7])([CH3:6])[CH3:5])([CH3:3])[CH3:2]. The yield is 0.950. (7) The yield is 1.00. The reactants are C(OC([N:8]1[CH2:13][CH2:12][CH:11]([C:14]2[C:19]([C:20]3[CH:25]=[CH:24][CH:23]=[CH:22][CH:21]=3)=[CH:18][CH:17]=[CH:16][N:15]=2)[CH2:10][CH2:9]1)=O)(C)(C)C.[ClH:26].CO. No catalyst specified. The product is [ClH:26].[C:20]1([C:19]2[C:14]([CH:11]3[CH2:12][CH2:13][NH:8][CH2:9][CH2:10]3)=[N:15][CH:16]=[CH:17][CH:18]=2)[CH:21]=[CH:22][CH:23]=[CH:24][CH:25]=1.